From a dataset of Carcinogenicity classification data from Lagunin et al.. Regression/Classification. Given a drug SMILES string, predict its toxicity properties. Task type varies by dataset: regression for continuous values (e.g., LD50, hERG inhibition percentage) or binary classification for toxic/non-toxic outcomes (e.g., AMES mutagenicity, cardiotoxicity, hepatotoxicity). Dataset: carcinogens_lagunin. (1) The drug is COc1cc2ccc(=O)oc2cc1O. The result is 0 (non-carcinogenic). (2) The compound is CC(C)C[C@H]1C(=O)N2CCC[C@H]2[C@]2(O)O[C@](NC(=O)[C@@H]3C=C4c5cccc6[nH]cc(c56)C[C@H]4N(C)C3)(C(C)C)C(=O)N12. The result is 0 (non-carcinogenic). (3) The molecule is CC1=CC(=O)C2=C(C)C[C@H](O)[C@H]3[C@H](C)C(=O)O[C@@H]3[C@@H]12. The result is 0 (non-carcinogenic). (4) The molecule is COC(=O)[C@@H]1[C@@H](O)CC[C@@H]2CN3CCc4c([nH]c5ccccc45)[C@@H]3C[C@@H]21. The result is 0 (non-carcinogenic). (5) The compound is Nc1ccc(/N=N/c2ccc(-c3ccc(/N=N/c4c(S(=O)(=O)O)cc5cc(S(=O)(=O)O)c(/N=N/c6ccccc6)c(O)c5c4N)cc3)cc2)c(N)c1. The result is 1 (carcinogenic). (6) The compound is CCC(C)N1CCC2(CC1)N=C1C(=C3NC(=O)/C(C)=C/C=C/[C@H](C)[C@H](O)[C@@H](C)[C@@H](O)[C@@H](C)[C@H](OC(C)=O)[C@H](C)[C@@H](OC)/C=C/O[C@@]4(C)Oc5c(C)c(O)c(c1c5C4=O)C3=O)N2. The result is 0 (non-carcinogenic). (7) The molecule is CN1[C@H](C[C@H](O)c2ccccc2)CCC[C@@H]1CC(=O)c1ccccc1. The result is 0 (non-carcinogenic).